From a dataset of Full USPTO retrosynthesis dataset with 1.9M reactions from patents (1976-2016). Predict the reactants needed to synthesize the given product. (1) Given the product [Br:1][C:2]1[CH:10]=[CH:9][C:5]([C:6]2[O:7][C:12]3[CH:18]=[CH:17][CH:16]=[CH:15][C:13]=3[N:14]=2)=[CH:4][CH:3]=1, predict the reactants needed to synthesize it. The reactants are: [Br:1][C:2]1[CH:10]=[CH:9][C:5]([C:6](Cl)=[O:7])=[CH:4][CH:3]=1.Br[C:12]1[CH:18]=[CH:17][CH:16]=[CH:15][C:13]=1[NH2:14].C([O-])([O-])=O.[Cs+].[Cs+].N1C2C(=CC=C3C=2N=CC=C3)C=CC=1. (2) Given the product [NH:21]1[CH:22]=[C:18]([C:16]2[S:17][C:10]3[C:11](=[N:12][CH:13]=[CH:14][C:9]=3[O:8][C:7]3[CH:6]=[CH:5][C:4]([NH:31][C:32](=[O:45])[CH2:33][C:34]([NH:36][C:37]4[CH:42]=[CH:41][CH:40]=[CH:39][C:38]=4[O:43][CH3:44])=[O:35])=[CH:3][C:2]=3[F:1])[CH:15]=2)[N:19]=[CH:20]1, predict the reactants needed to synthesize it. The reactants are: [F:1][C:2]1[CH:3]=[C:4]([NH:31][C:32](=[O:45])[CH2:33][C:34]([NH:36][C:37]2[CH:42]=[CH:41][CH:40]=[CH:39][C:38]=2[O:43][CH3:44])=[O:35])[CH:5]=[CH:6][C:7]=1[O:8][C:9]1[CH:14]=[CH:13][N:12]=[C:11]2[CH:15]=[C:16]([C:18]3[N:19]=[CH:20][N:21](COCC[Si](C)(C)C)[CH:22]=3)[S:17][C:10]=12. (3) Given the product [C:26]([N:23]1[CH2:24][CH2:25][N:20]([CH2:19][C:17]2[CH:16]=[CH:15][N:14]=[C:13]([C:5]3[CH:6]=[C:7]([O:11][CH3:12])[C:8]([O:9][CH3:10])=[C:3]([O:2][CH3:1])[CH:4]=3)[CH:18]=2)[CH2:21][CH2:22]1)(=[O:33])[C:27]1[CH:32]=[CH:31][CH:30]=[CH:29][CH:28]=1, predict the reactants needed to synthesize it. The reactants are: [CH3:1][O:2][C:3]1[CH:4]=[C:5]([C:13]2[CH:18]=[C:17]([CH2:19][N:20]3[CH2:25][CH2:24][NH:23][CH2:22][CH2:21]3)[CH:16]=[CH:15][N:14]=2)[CH:6]=[C:7]([O:11][CH3:12])[C:8]=1[O:9][CH3:10].[C:26](Cl)(=[O:33])[C:27]1[CH:32]=[CH:31][CH:30]=[CH:29][CH:28]=1. (4) Given the product [CH:21]1([O:18][C:17](=[O:19])[CH:16]([O:20][CH:21]2[CH2:25][CH2:24][CH2:23][CH2:22]2)[CH2:15][C:12]2[CH:13]=[CH:14][C:9]([O:8][CH2:1][C:2]3[CH:7]=[CH:6][CH:5]=[CH:4][CH:3]=3)=[CH:10][CH:11]=2)[CH2:25][CH2:24][CH2:23][CH2:22]1, predict the reactants needed to synthesize it. The reactants are: [CH2:1]([O:8][C:9]1[CH:14]=[CH:13][C:12]([CH2:15][CH:16]([OH:20])[C:17]([OH:19])=[O:18])=[CH:11][CH:10]=1)[C:2]1[CH:7]=[CH:6][CH:5]=[CH:4][CH:3]=1.[CH:21]1(I)[CH2:25][CH2:24][CH2:23][CH2:22]1.